Dataset: Full USPTO retrosynthesis dataset with 1.9M reactions from patents (1976-2016). Task: Predict the reactants needed to synthesize the given product. (1) Given the product [Cl:7][C:6]1[S:5][C:4]([S:8]([NH:11][C:12]2[C:13]([OH:21])=[C:14]([CH:18]=[CH:19][CH:20]=2)[C:15]([OH:17])=[O:16])(=[O:10])=[O:9])=[CH:3][C:2]=1[C:29]1[CH:28]=[CH:27][C:26]2[O:22][CH2:23][CH2:24][C:25]=2[CH:30]=1, predict the reactants needed to synthesize it. The reactants are: Br[C:2]1[CH:3]=[C:4]([S:8]([NH:11][C:12]2[C:13]([OH:21])=[C:14]([CH:18]=[CH:19][CH:20]=2)[C:15]([OH:17])=[O:16])(=[O:10])=[O:9])[S:5][C:6]=1[Cl:7].[O:22]1[C:26]2[CH:27]=[CH:28][C:29](B(O)O)=[CH:30][C:25]=2[CH2:24][CH2:23]1. (2) The reactants are: [CH:1]1([C:6]2[CH:11]=[C:10]([C:12]3[O:16][N:15]=[C:14]([C:17]4[CH:27]=[C:26]([CH3:28])[C:20]([O:21][CH2:22][C:23]([OH:25])=O)=[C:19]([CH2:29][CH3:30])[CH:18]=4)[N:13]=3)[CH:9]=[C:8]([O:31][CH3:32])[N:7]=2)[CH2:5][CH2:4][CH2:3][CH2:2]1.C1C=CC2N(O)N=NC=2C=1.CCN=C=NCCCN(C)C.Cl.[CH2:55]([CH2:57][NH2:58])[OH:56]. Given the product [CH:1]1([C:6]2[CH:11]=[C:10]([C:12]3[O:16][N:15]=[C:14]([C:17]4[CH:27]=[C:26]([CH3:28])[C:20]([O:21][CH2:22][C:23]([NH:58][CH2:57][CH2:55][OH:56])=[O:25])=[C:19]([CH2:29][CH3:30])[CH:18]=4)[N:13]=3)[CH:9]=[C:8]([O:31][CH3:32])[N:7]=2)[CH2:5][CH2:4][CH2:3][CH2:2]1, predict the reactants needed to synthesize it. (3) Given the product [Cl:7][C:8]1[CH:9]=[C:10]([CH:11]=[CH:12][C:13]=1[Cl:14])[CH2:15][CH2:16][OH:17], predict the reactants needed to synthesize it. The reactants are: [H-].[Al+3].[Li+].[H-].[H-].[H-].[Cl:7][C:8]1[CH:9]=[C:10]([CH2:15][C:16](O)=[O:17])[CH:11]=[CH:12][C:13]=1[Cl:14]. (4) Given the product [C:23]([O:27][C:28](=[O:36])[NH:29][C:30]([CH3:35])([CH3:34])[CH2:31][CH2:32][NH:1][CH:2]([C:5]1[N:6]([CH2:16][C:17]2[CH:22]=[CH:21][CH:20]=[CH:19][CH:18]=2)[C:7](=[O:15])[C:8]2[C:13]([CH3:14])=[N:12][S:11][C:9]=2[N:10]=1)[CH2:3][CH3:4])([CH3:26])([CH3:25])[CH3:24], predict the reactants needed to synthesize it. The reactants are: [NH2:1][CH:2]([C:5]1[N:6]([CH2:16][C:17]2[CH:22]=[CH:21][CH:20]=[CH:19][CH:18]=2)[C:7](=[O:15])[C:8]2[C:13]([CH3:14])=[N:12][S:11][C:9]=2[N:10]=1)[CH2:3][CH3:4].[C:23]([O:27][C:28](=[O:36])[NH:29][C:30]([CH3:35])([CH3:34])[CH2:31][CH:32]=O)([CH3:26])([CH3:25])[CH3:24].[BH-](OC(C)=O)(OC(C)=O)OC(C)=O.[Na+]. (5) The reactants are: F[C:2]1[CH:7]=[C:6]([CH3:8])[CH:5]=[CH:4][C:3]=1[N+:9]([O-:11])=[O:10].[NH2:12][C:13]1[CH:18]=[CH:17][C:16]([CH2:19][CH2:20][OH:21])=[CH:15][CH:14]=1. Given the product [CH3:8][C:6]1[CH:5]=[CH:4][C:3]([N+:9]([O-:11])=[O:10])=[C:2]([CH:7]=1)[NH:12][C:13]1[CH:18]=[CH:17][C:16]([CH2:19][CH2:20][OH:21])=[CH:15][CH:14]=1, predict the reactants needed to synthesize it. (6) Given the product [C:1]([O:4][C@@H:5]1[C@@H:10]([O:11][C:12](=[O:14])[CH3:13])[C@H:9]([O:15][C:16](=[O:18])[CH3:17])[C@@H:8]([CH2:19][O:20][C:21](=[O:23])[CH3:22])[O:7][C@H:6]1[O:24][C:25]1[C:29]([CH2:30][C:31]2[CH:36]=[CH:35][C:34]([O:37][CH2:38][CH2:39][CH2:40][N:56]([C:54]([O:53][CH2:46][C:47]3[CH:48]=[CH:49][CH:50]=[CH:51][CH:52]=3)=[O:55])[C:57]([NH2:59])=[NH:58])=[CH:33][C:32]=2[CH3:42])=[C:28]([CH:43]([CH3:44])[CH3:45])[NH:27][N:26]=1)(=[O:3])[CH3:2], predict the reactants needed to synthesize it. The reactants are: [C:1]([O:4][C@@H:5]1[C@@H:10]([O:11][C:12](=[O:14])[CH3:13])[C@H:9]([O:15][C:16](=[O:18])[CH3:17])[C@@H:8]([CH2:19][O:20][C:21](=[O:23])[CH3:22])[O:7][C@H:6]1[O:24][C:25]1[C:29]([CH2:30][C:31]2[CH:36]=[CH:35][C:34]([O:37][CH2:38][CH2:39][CH2:40]N)=[CH:33][C:32]=2[CH3:42])=[C:28]([CH:43]([CH3:45])[CH3:44])[NH:27][N:26]=1)(=[O:3])[CH3:2].[CH2:46]([O:53][C:54]([NH:56][C:57]([N:59]1C=CC=N1)=[NH:58])=[O:55])[C:47]1[CH:52]=[CH:51][CH:50]=[CH:49][CH:48]=1. (7) Given the product [Cl:25][C:26]1[CH:48]=[CH:47][C:29]([CH2:30][NH:31][C:32]([C:34]2[C:35](=[O:46])[C:36]3[CH:43]=[C:42]([CH2:44][N:2]([CH2:3][CH:4]([OH:5])[C:6]4[N:7]([CH3:15])[C:8]5[C:13]([CH:14]=4)=[CH:12][CH:11]=[CH:10][CH:9]=5)[CH3:1])[S:41][C:37]=3[N:38]([CH3:40])[CH:39]=2)=[O:33])=[CH:28][CH:27]=1, predict the reactants needed to synthesize it. The reactants are: [CH3:1][NH:2][CH2:3][CH:4]([C:6]1[N:7]([CH3:15])[C:8]2[C:13]([CH:14]=1)=[CH:12][CH:11]=[CH:10][CH:9]=2)[OH:5].C(N(CC)C(C)C)(C)C.[Cl:25][C:26]1[CH:48]=[CH:47][C:29]([CH2:30][NH:31][C:32]([C:34]2[C:35](=[O:46])[C:36]3[CH:43]=[C:42]([CH2:44]Cl)[S:41][C:37]=3[N:38]([CH3:40])[CH:39]=2)=[O:33])=[CH:28][CH:27]=1.O. (8) The reactants are: [CH2:1]([C:3]1[CH:4]=[C:5]([CH:8]=[CH:9][C:10]=1[N:11]([CH3:22])[C:12]1[N:17]=[CH:16][C:15]2[N:18]=[CH:19][N:20]([CH3:21])[C:14]=2[CH:13]=1)[C:6]#[N:7])[CH3:2].C[OH:24].C(Cl)Cl.O. Given the product [CH2:1]([C:3]1[CH:4]=[C:5]([CH:8]=[CH:9][C:10]=1[N:11]([CH3:22])[C:12]1[N:17]=[CH:16][C:15]2[N:18]=[CH:19][N:20]([CH3:21])[C:14]=2[CH:13]=1)[C:6]([NH2:7])=[O:24])[CH3:2], predict the reactants needed to synthesize it.